This data is from Experimentally validated miRNA-target interactions with 360,000+ pairs, plus equal number of negative samples. The task is: Binary Classification. Given a miRNA mature sequence and a target amino acid sequence, predict their likelihood of interaction. The miRNA is mmu-miR-362-3p with sequence AACACACCUGUUCAAGGAUUCA. The protein sequence of the target gene is MAPSVVLRSFSRLLAPARLPSCSSTRSKFYVREPVNAKPNWLAVGLSVGASVFMWIYLIQTHNEDVLEYKRRNGLE. Result: 1 (interaction).